From a dataset of Catalyst prediction with 721,799 reactions and 888 catalyst types from USPTO. Predict which catalyst facilitates the given reaction. (1) Reactant: C(OC([N:11]1[CH2:18][C@@H:17]2[C@@:13]([NH:19][C:20]([O:22][C:23]([CH3:26])([CH3:25])[CH3:24])=[O:21])([CH:14]=[CH:15][CH2:16]2)[CH2:12]1)=O)C1C=CC=CC=1.[Na].N.[OH-].[Na+]. Product: [C:23]([O:22][C:20]([NH:19][C@@:13]12[CH:14]=[CH:15][CH2:16][C@@H:17]1[CH2:18][NH:11][CH2:12]2)=[O:21])([CH3:26])([CH3:24])[CH3:25]. The catalyst class is: 627. (2) Reactant: C(=O)([O-])[O-].[K+].[K+].Br[CH2:8][C:9]([C:11]1[CH:16]=[CH:15][CH:14]=[C:13]([C:17]([F:20])([F:19])[F:18])[CH:12]=1)=[O:10].[CH3:21][CH:22]1[CH2:27][C:26](=[O:28])[CH2:25][C:24](=[O:29])[CH2:23]1.Cl. Product: [OH:29][C:24]1[CH2:23][CH:22]([CH3:21])[CH2:27][C:26](=[O:28])[C:25]=1[CH2:8][C:9](=[O:10])[C:11]1[CH:16]=[CH:15][CH:14]=[C:13]([C:17]([F:20])([F:19])[F:18])[CH:12]=1. The catalyst class is: 146. (3) Reactant: [CH2:1]([O:15][CH:16]([CH2:29][O:30][CH2:31][CH2:32][CH2:33][CH2:34][CH2:35][CH2:36][CH2:37][CH2:38][CH2:39][CH2:40][CH2:41][CH2:42][CH2:43][CH3:44])[CH2:17]N1C(=O)C2=CC=CC=C2C1=O)[CH2:2][CH2:3][CH2:4][CH2:5][CH2:6][CH2:7][CH2:8][CH2:9][CH2:10][CH2:11][CH2:12][CH2:13][CH3:14].O.[NH2:46]N. Product: [CH2:31]([O:30][CH:29]([NH2:46])[CH:16]([O:15][CH2:1][CH2:2][CH2:3][CH2:4][CH2:5][CH2:6][CH2:7][CH2:8][CH2:9][CH2:10][CH2:11][CH2:12][CH2:13][CH3:14])[CH3:17])[CH2:32][CH2:33][CH2:34][CH2:35][CH2:36][CH2:37][CH2:38][CH2:39][CH2:40][CH2:41][CH2:42][CH2:43][CH3:44]. The catalyst class is: 8. (4) Reactant: CS[C:3](SC)=[C:4]1[C:9](=[O:10])[CH:8]=[CH:7][N:6]([CH2:11][CH2:12][CH:13]([CH3:15])[CH3:14])[C:5]1=[O:16].[NH2:19][C:20]1[CH:25]=[CH:24][C:23]([NH:26]C(=O)OC(C)(C)C)=[CH:22][C:21]=1[S:34]([NH2:37])(=[O:36])=[O:35]. Product: [NH2:26][C:23]1[CH:24]=[CH:25][C:20]2[NH:19][C:3]([C:4]3[C:5](=[O:16])[N:6]([CH2:11][CH2:12][CH:13]([CH3:14])[CH3:15])[CH:7]=[CH:8][C:9]=3[OH:10])=[N:37][S:34](=[O:36])(=[O:35])[C:21]=2[CH:22]=1. The catalyst class is: 12. (5) Reactant: [CH2:1]([N:5]([CH2:16][CH2:17][CH2:18][CH3:19])[C:6]1[CH:13]=[CH:12][C:9]([CH:10]=O)=[C:8]([O:14][CH3:15])[CH:7]=1)[CH2:2][CH2:3][CH3:4].[C:20]([C:22]1[C:23](=[C:30]([C:33]#[N:34])[C:31]#[N:32])[O:24][C:25]([CH3:29])([CH3:28])[C:26]=1[CH3:27])#[N:21].C([O-])(=O)C.[NH4+]. Product: [CH2:1]([N:5]([CH2:16][CH2:17][CH2:18][CH3:19])[C:6]1[CH:13]=[CH:12][C:9]([CH:10]=[CH:27][C:26]2[C:25]([CH3:28])([CH3:29])[O:24][C:23](=[C:30]([C:31]#[N:32])[C:33]#[N:34])[C:22]=2[C:20]#[N:21])=[C:8]([O:14][CH3:15])[CH:7]=1)[CH2:2][CH2:3][CH3:4]. The catalyst class is: 8.